From a dataset of Full USPTO retrosynthesis dataset with 1.9M reactions from patents (1976-2016). Predict the reactants needed to synthesize the given product. (1) The reactants are: [NH:1]1[CH2:4][CH2:3][C@H:2]1[CH2:5][N:6]1[C:14]2[C:9](=[C:10]([Cl:15])[CH:11]=[CH:12][CH:13]=2)[C:8]([C:16]([NH:18][CH2:19][CH:20]2[CH2:25][CH2:24][C:23]([F:27])([F:26])[CH2:22][CH2:21]2)=[O:17])=[CH:7]1.C=O.[C:30](O[BH-](OC(=O)C)OC(=O)C)(=O)C.[Na+]. Given the product [Cl:15][C:10]1[CH:11]=[CH:12][CH:13]=[C:14]2[C:9]=1[C:8]([C:16]([NH:18][CH2:19][CH:20]1[CH2:25][CH2:24][C:23]([F:26])([F:27])[CH2:22][CH2:21]1)=[O:17])=[CH:7][N:6]2[CH2:5][C@@H:2]1[CH2:3][CH2:4][N:1]1[CH3:30], predict the reactants needed to synthesize it. (2) Given the product [C:1]12([NH:6][S:7]([C:10]3[C:11]([CH3:18])=[N:12][CH:13]=[C:14]([Cl:16])[CH:15]=3)(=[O:9])=[O:8])[CH2:5][CH:3]([CH2:4]1)[CH2:2]2, predict the reactants needed to synthesize it. The reactants are: [C:1]12([NH:6][S:7]([C:10]3[C:11](Cl)=[N:12][CH:13]=[C:14]([Cl:16])[CH:15]=3)(=[O:9])=[O:8])[CH2:5][CH:3]([CH2:4]1)[CH2:2]2.[C:18]12(NS(C3C(Br)=NC=C(Cl)C=3)(=O)=O)CC(C1)C2.C(Cl)Cl.C[Zn]C.C1(C)C=CC=CC=1.C(O)(=O)CC(CC(O)=O)(C(O)=O)O. (3) Given the product [CH3:11][C:9]1[N:10]=[C:6]2[CH:5]=[N:4][C:3]3[CH:12]=[CH:13][S:27][C:2]=3[N:7]2[CH:8]=1, predict the reactants needed to synthesize it. The reactants are: Cl[C:2]1[N:7]2[CH:8]=[C:9]([CH3:11])[N:10]=[C:6]2[CH:5]=[N:4][C:3]=1[C:12]#[C:13][Si](C)(C)C.O.O.O.O.O.O.O.O.O.[S-2:27].[Na+].[Na+]. (4) Given the product [CH2:14]([O:8][C:6]1[CH:7]=[C:2]([Br:1])[C:3]2[N:4]([N:9]=[CH:10][CH:11]=2)[CH:5]=1)[C:15]1[CH:20]=[CH:19][CH:18]=[CH:17][CH:16]=1, predict the reactants needed to synthesize it. The reactants are: [Br:1][C:2]1[C:3]2[N:4]([N:9]=[CH:10][CH:11]=2)[CH:5]=[C:6]([OH:8])[CH:7]=1.[H-].[Na+].[CH2:14](Br)[C:15]1[CH:20]=[CH:19][CH:18]=[CH:17][CH:16]=1. (5) Given the product [C:1]1([C@H:7]2[NH:12][C:11]3[CH:13]=[CH:14][CH:15]=[CH:16][C:10]=3[O:9][CH2:8]2)[CH:2]=[CH:3][CH:4]=[CH:5][CH:6]=1, predict the reactants needed to synthesize it. The reactants are: [C:1]1([C:7]2[CH2:8][O:9][C:10]3[CH:16]=[CH:15][CH:14]=[CH:13][C:11]=3[N:12]=2)[CH:6]=[CH:5][CH:4]=[CH:3][CH:2]=1.